Dataset: Reaction yield outcomes from USPTO patents with 853,638 reactions. Task: Predict the reaction yield, written as a fraction of the theoretical maximum amount of product (1.0 means a 100% yield; for example, 0.34 means a 34% yield). The reactants are IC.[OH:3][C:4]1[CH:9]=[CH:8][C:7]2[CH2:10][O:11][C@@H:12]3[C@H:16]([C:6]=2[CH:5]=1)[CH2:15][N:14](C(OC(C)(C)C)=O)[CH2:13]3.[C:24]([O-])([O-])=O.[K+].[K+].C(NCC)C.[ClH:35]. The catalyst is CC(C)=O.CCOCC.CO. The product is [ClH:35].[CH3:24][O:3][C:4]1[CH:9]=[CH:8][C:7]2[CH2:10][O:11][C@@H:12]3[C@H:16]([C:6]=2[CH:5]=1)[CH2:15][NH:14][CH2:13]3. The yield is 0.360.